This data is from Forward reaction prediction with 1.9M reactions from USPTO patents (1976-2016). The task is: Predict the product of the given reaction. (1) Given the reactants C(OC([NH:8][C:9]1[CH:10]=[C:11]([C:15]2[C:16]3[N:17]([C:31]([CH2:34][CH3:35])=[CH:32][CH:33]=3)[N:18]=[C:19]([CH3:30])[C:20]=2[CH2:21][CH2:22][CH2:23][CH2:24][C:25]([O:27][CH2:28][CH3:29])=[O:26])[CH:12]=[N:13][CH:14]=1)=O)(C)(C)C, predict the reaction product. The product is: [NH2:8][C:9]1[CH:10]=[C:11]([C:15]2[C:16]3[N:17]([C:31]([CH2:34][CH3:35])=[CH:32][CH:33]=3)[N:18]=[C:19]([CH3:30])[C:20]=2[CH2:21][CH2:22][CH2:23][CH2:24][C:25]([O:27][CH2:28][CH3:29])=[O:26])[CH:12]=[N:13][CH:14]=1. (2) Given the reactants [C:1]([O:5][C:6](=[O:20])[NH:7][C:8]1[CH:13]=[C:12](F)[C:11]([C:15]#[N:16])=[CH:10][C:9]=1[N+:17]([O-:19])=[O:18])([CH3:4])([CH3:3])[CH3:2].[NH:21]1[CH2:26][CH2:25][O:24][CH2:23][CH2:22]1, predict the reaction product. The product is: [C:1]([O:5][C:6](=[O:20])[NH:7][C:8]1[CH:13]=[C:12]([N:21]2[CH2:26][CH2:25][O:24][CH2:23][CH2:22]2)[C:11]([C:15]#[N:16])=[CH:10][C:9]=1[N+:17]([O-:19])=[O:18])([CH3:4])([CH3:3])[CH3:2]. (3) Given the reactants [Cl:1][C:2]1[CH:7]=[CH:6][C:5]([C:8]2[N:9]=[C:10]([N:13]3[CH2:18][CH2:17][CH2:16][CH2:15][C:14]3=[O:19])[S:11][CH:12]=2)=[CH:4][CH:3]=1.Br[C:21]1[CH:26]=[CH:25][C:24]([S:27]([NH2:30])(=[O:29])=[O:28])=[CH:23][CH:22]=1.C([O-])(=O)C.[K+], predict the reaction product. The product is: [Cl:1][C:2]1[CH:7]=[CH:6][C:5]([C:8]2[N:9]=[C:10]([N:13]3[CH2:18][CH2:17][CH2:16][CH2:15][C:14]3=[O:19])[S:11][C:12]=2[C:21]2[CH:26]=[CH:25][C:24]([S:27]([NH2:30])(=[O:29])=[O:28])=[CH:23][CH:22]=2)=[CH:4][CH:3]=1. (4) Given the reactants [OH:1][C:2]1[C:3]2[CH:14]=[CH:13][CH:12]=[CH:11][C:4]=2[S:5][C:6]=1[C:7]([O:9][CH3:10])=[O:8].[C:15](Cl)(=[O:17])[CH3:16].C(N(CC)CC)C, predict the reaction product. The product is: [C:15]([O:1][C:2]1[C:3]2[CH:14]=[CH:13][CH:12]=[CH:11][C:4]=2[S:5][C:6]=1[C:7]([O:9][CH3:10])=[O:8])(=[O:17])[CH3:16]. (5) Given the reactants O[C:2]1[C:7]([C:8]#[N:9])=[CH:6][N:5]=[C:4]2[C:10]3[CH:16]=[CH:15][CH:14]=[CH:13][C:11]=3[S:12][C:3]=12.CCCCCC.P(Cl)(Cl)([Cl:25])=O, predict the reaction product. The product is: [Cl:25][C:2]1[C:7]([C:8]#[N:9])=[CH:6][N:5]=[C:4]2[C:10]3[CH:16]=[CH:15][CH:14]=[CH:13][C:11]=3[S:12][C:3]=12.